Dataset: Forward reaction prediction with 1.9M reactions from USPTO patents (1976-2016). Task: Predict the product of the given reaction. (1) Given the reactants [OH:1][CH2:2][C:3]([CH2:8][OH:9])([CH2:6][OH:7])[CH2:4][OH:5].Br[CH2:11][CH2:12][CH2:13][CH2:14][CH2:15][CH2:16][CH2:17][CH2:18][CH2:19][CH2:20][CH2:21][CH2:22][CH2:23][CH2:24][CH2:25][CH2:26][CH2:27][CH3:28].[H-].[Na+].Cl, predict the reaction product. The product is: [CH2:11]([O:1][CH2:2][C:3]([CH2:8][O:9][CH2:28][CH2:27][CH2:26][CH2:25][CH2:24][CH2:23][CH2:22][CH2:21][CH2:20][CH2:19][CH2:18][CH2:17][CH2:16][CH2:15][CH2:14][CH2:13][CH2:12][CH3:11])([CH2:6][O:7][CH2:28][CH2:27][CH2:26][CH2:25][CH2:24][CH2:23][CH2:22][CH2:21][CH2:20][CH2:19][CH2:18][CH2:17][CH2:16][CH2:15][CH2:14][CH2:13][CH2:12][CH3:11])[CH2:4][OH:5])[CH2:12][CH2:13][CH2:14][CH2:15][CH2:16][CH2:17][CH2:18][CH2:19][CH2:20][CH2:21][CH2:22][CH2:23][CH2:24][CH2:25][CH2:26][CH2:27][CH3:28]. (2) Given the reactants [H-].[Na+].[Cl:3][C:4]1[CH:20]=[CH:19][C:7]([NH:8][S:9]([C:12]2[CH:17]=[CH:16][C:15]([CH3:18])=[CH:14][CH:13]=2)(=[O:11])=[O:10])=[C:6]([N+:21]([O-:23])=[O:22])[CH:5]=1.[CH2:24](Br)[CH:25]=[CH2:26].O, predict the reaction product. The product is: [CH2:26]([N:8]([S:9]([C:12]1[CH:13]=[CH:14][C:15]([CH3:18])=[CH:16][CH:17]=1)(=[O:11])=[O:10])[C:7]1[CH:19]=[CH:20][C:4]([Cl:3])=[CH:5][C:6]=1[N+:21]([O-:23])=[O:22])[CH:25]=[CH2:24]. (3) Given the reactants [CH3:1][O:2][C:3]1[CH:8]=[CH:7][C:6]([C:9]2[N:13]3[N:14]=[C:15]([NH:22][C:23]4[CH:28]=[CH:27][C:26]([NH2:29])=[CH:25][CH:24]=4)[C:16]4[C:21]([C:12]3=[N:11][N:10]=2)=[CH:20][CH:19]=[CH:18][CH:17]=4)=[CH:5][CH:4]=1.CN(C1C=CC=CN=1)C.[N:39]1([C:45]2[CH:53]=[CH:52][C:48]([C:49](Cl)=[O:50])=[CH:47][CH:46]=2)[CH2:44][CH2:43][O:42][CH2:41][CH2:40]1, predict the reaction product. The product is: [CH3:1][O:2][C:3]1[CH:8]=[CH:7][C:6]([C:9]2[N:13]3[N:14]=[C:15]([NH:22][C:23]4[CH:24]=[CH:25][C:26]([NH:29][C:49](=[O:50])[C:48]5[CH:47]=[CH:46][C:45]([N:39]6[CH2:44][CH2:43][O:42][CH2:41][CH2:40]6)=[CH:53][CH:52]=5)=[CH:27][CH:28]=4)[C:16]4[C:21]([C:12]3=[N:11][N:10]=2)=[CH:20][CH:19]=[CH:18][CH:17]=4)=[CH:5][CH:4]=1. (4) Given the reactants [CH2:1]([SH:16])[CH2:2][CH:3]=[CH:4][CH2:5][CH:6]=[CH:7][CH2:8][CH:9]=[CH:10][CH2:11][CH:12]=[CH:13][CH2:14][CH3:15].[H-].[Na+].Br[CH:20]([CH2:26][CH3:27])[C:21]([O:23][CH2:24][CH3:25])=[O:22], predict the reaction product. The product is: [CH2:1]([S:16][CH:20]([CH2:26][CH3:27])[C:21]([O:23][CH2:24][CH3:25])=[O:22])[CH2:2]/[CH:3]=[CH:4]\[CH2:5]/[CH:6]=[CH:7]\[CH2:8]/[CH:9]=[CH:10]\[CH2:11]/[CH:12]=[CH:13]\[CH2:14][CH3:15]. (5) Given the reactants [Cl:1][C:2]1[CH:7]=[CH:6][C:5]([Cl:8])=[CH:4][C:3]=1[CH2:9][N:10]1[C:15](=[O:16])[CH:14]=[CH:13][CH:12]=[C:11]1[C:17]([O:19]C)=[O:18].[Li+].[OH-].O1CCCC1.O, predict the reaction product. The product is: [Cl:1][C:2]1[CH:7]=[CH:6][C:5]([Cl:8])=[CH:4][C:3]=1[CH2:9][N:10]1[C:15](=[O:16])[CH:14]=[CH:13][CH:12]=[C:11]1[C:17]([OH:19])=[O:18]. (6) Given the reactants [F:1][C:2]([F:23])([F:22])[O:3][C:4]1[CH:9]=[CH:8][C:7]([C:10]2[N:14]=[C:13]([C:15]3[CH:16]=[CH:17][C:18](=[O:21])[NH:19][CH:20]=3)[O:12][N:11]=2)=[CH:6][CH:5]=1.[Cl:24][C:25]1[CH:30]=[CH:29][C:28]([CH2:31]Cl)=[CH:27][N:26]=1, predict the reaction product. The product is: [Cl:24][C:25]1[N:26]=[CH:27][C:28]([CH2:31][N:19]2[CH:20]=[C:15]([C:13]3[O:12][N:11]=[C:10]([C:7]4[CH:8]=[CH:9][C:4]([O:3][C:2]([F:1])([F:22])[F:23])=[CH:5][CH:6]=4)[N:14]=3)[CH:16]=[CH:17][C:18]2=[O:21])=[CH:29][CH:30]=1. (7) Given the reactants [OH:1][C:2]1[CH:3]=[N:4][C:5]([CH3:8])=[CH:6][CH:7]=1.[H-].[Na+].[CH2:11](Br)[C:12]1[CH:17]=[CH:16][CH:15]=[CH:14][CH:13]=1, predict the reaction product. The product is: [CH2:11]([O:1][C:2]1[CH:7]=[CH:6][C:5]([CH3:8])=[N:4][CH:3]=1)[C:12]1[CH:17]=[CH:16][CH:15]=[CH:14][CH:13]=1.